From a dataset of Full USPTO retrosynthesis dataset with 1.9M reactions from patents (1976-2016). Predict the reactants needed to synthesize the given product. Given the product [Cl:1][C:2]1[CH:3]=[C:4]([CH:27]=[CH:28][C:29]=1[O:30][CH2:31][C:32]1[CH:37]=[CH:36][CH:35]=[C:34]([F:38])[CH:33]=1)[NH:5][C:6]1[C:15]2[C:10](=[CH:11][C:12]([O:23][CH2:24][CH2:25][N:43]3[CH2:44][CH2:45][N:40]([CH3:39])[CH2:41][CH2:42]3)=[CH:13][C:14]=2[O:16][CH:17]2[CH2:22][CH2:21][O:20][CH2:19][CH2:18]2)[N:9]=[CH:8][N:7]=1, predict the reactants needed to synthesize it. The reactants are: [Cl:1][C:2]1[CH:3]=[C:4]([CH:27]=[CH:28][C:29]=1[O:30][CH2:31][C:32]1[CH:37]=[CH:36][CH:35]=[C:34]([F:38])[CH:33]=1)[NH:5][C:6]1[C:15]2[C:10](=[CH:11][C:12]([O:23][CH2:24][CH2:25]Cl)=[CH:13][C:14]=2[O:16][CH:17]2[CH2:22][CH2:21][O:20][CH2:19][CH2:18]2)[N:9]=[CH:8][N:7]=1.[CH3:39][N:40]1[CH2:45][CH2:44][NH:43][CH2:42][CH2:41]1.